This data is from Full USPTO retrosynthesis dataset with 1.9M reactions from patents (1976-2016). The task is: Predict the reactants needed to synthesize the given product. Given the product [CH3:30][C:24]1[CH:25]=[C:26]([CH3:29])[CH:27]=[CH:28][C:23]=1[N:20]1[CH2:21][CH2:22][N:17]([C:15]([C:3]2[CH:4]=[CH:5][C:6]([N:8]3[CH2:12][CH2:11][CH2:10][S:9]3(=[O:14])=[O:13])=[CH:7][C:2]=2[NH:1][C:38](=[O:40])[CH3:39])=[O:16])[CH2:18][CH2:19]1, predict the reactants needed to synthesize it. The reactants are: [NH2:1][C:2]1[CH:7]=[C:6]([N:8]2[CH2:12][CH2:11][CH2:10][S:9]2(=[O:14])=[O:13])[CH:5]=[CH:4][C:3]=1[C:15]([N:17]1[CH2:22][CH2:21][N:20]([C:23]2[CH:28]=[CH:27][C:26]([CH3:29])=[CH:25][C:24]=2[CH3:30])[CH2:19][CH2:18]1)=[O:16].C(N(CC)CC)C.[C:38](Cl)(=[O:40])[CH3:39].O.